Dataset: Full USPTO retrosynthesis dataset with 1.9M reactions from patents (1976-2016). Task: Predict the reactants needed to synthesize the given product. (1) Given the product [Cl:1][C:2]1[N:3]([CH2:10][C@@:11]([CH3:14])([OH:12])[CH2:13][N:18]2[CH2:17][CH2:16][N:15]([N:21]=[CH:22][C:23]3[CH:24]=[CH:25][C:26]([C:29]([F:31])([F:32])[F:30])=[CH:27][CH:28]=3)[CH2:20][CH2:19]2)[CH:4]=[C:5]([N+:7]([O-:9])=[O:8])[N:6]=1, predict the reactants needed to synthesize it. The reactants are: [Cl:1][C:2]1[N:3]([CH2:10][C@:11]2([CH3:14])[CH2:13][O:12]2)[CH:4]=[C:5]([N+:7]([O-:9])=[O:8])[N:6]=1.[N:15]1([N:21]=[CH:22][C:23]2[CH:28]=[CH:27][C:26]([C:29]([F:32])([F:31])[F:30])=[CH:25][CH:24]=2)[CH2:20][CH2:19][NH:18][CH2:17][CH2:16]1. (2) Given the product [F:17][C:14]1[CH:15]=[CH:16][C:11]([C@@H:9]([NH:8][C:6]2[CH:5]=[C:4]([C:18]3[CH:19]=[N:20][N:21]([CH3:23])[CH:22]=3)[CH:3]=[C:2]([NH:24][C:25]3[CH:30]=[N:29][CH:28]=[CH:27][N:26]=3)[N:7]=2)[CH3:10])=[CH:12][CH:13]=1, predict the reactants needed to synthesize it. The reactants are: Cl[C:2]1[N:7]=[C:6]([NH:8][C@H:9]([C:11]2[CH:16]=[CH:15][C:14]([F:17])=[CH:13][CH:12]=2)[CH3:10])[CH:5]=[C:4]([C:18]2[CH:19]=[N:20][N:21]([CH3:23])[CH:22]=2)[CH:3]=1.[NH2:24][C:25]1[CH:30]=[N:29][CH:28]=[CH:27][N:26]=1.C1(P(C2CCCCC2)C2C=CC=CC=2C2C(C(C)C)=CC(C(C)C)=CC=2C(C)C)CCCCC1.CC(C)([O-])C.[Na+]. (3) The reactants are: [C:1]([C:3]1[CH:12]=[CH:11][C:6]([C:7]([O:9][CH3:10])=[O:8])=[C:5]([NH:13]C(=O)C(F)(F)F)[CH:4]=1)#[N:2].C(=O)([O-])[O-].[K+].[K+]. Given the product [NH2:13][C:5]1[CH:4]=[C:3]([C:1]#[N:2])[CH:12]=[CH:11][C:6]=1[C:7]([O:9][CH3:10])=[O:8], predict the reactants needed to synthesize it. (4) Given the product [NH2:32][C:28]1[CH:27]=[C:26]([CH2:25][CH:24]([O:23][C:16]2[C:17]3[C:22](=[CH:21][CH:20]=[CH:19][CH:18]=3)[C:13]([NH:12][C:11]([NH:10][C:8]3[N:7]([C:42]4[CH:47]=[CH:46][C:45]([CH3:48])=[CH:44][CH:43]=4)[N:6]=[C:5]([C:1]([CH3:2])([CH3:4])[CH3:3])[CH:9]=3)=[O:41])=[CH:14][CH:15]=2)[CH3:40])[CH:31]=[CH:30][N:29]=1, predict the reactants needed to synthesize it. The reactants are: [C:1]([C:5]1[CH:9]=[C:8]([NH:10][C:11](=[O:41])[NH:12][C:13]2[C:22]3[C:17](=[CH:18][CH:19]=[CH:20][CH:21]=3)[C:16]([O:23][CH:24]([CH3:40])[CH2:25][C:26]3[CH:31]=[CH:30][N:29]=[C:28]([NH:32]C(=O)OC(C)(C)C)[CH:27]=3)=[CH:15][CH:14]=2)[N:7]([C:42]2[CH:47]=[CH:46][C:45]([CH3:48])=[CH:44][CH:43]=2)[N:6]=1)([CH3:4])([CH3:3])[CH3:2].C(O)(C(F)(F)F)=O.